This data is from Reaction yield outcomes from USPTO patents with 853,638 reactions. The task is: Predict the reaction yield, written as a fraction of the theoretical maximum amount of product (1.0 means a 100% yield; for example, 0.34 means a 34% yield). (1) The product is [OH:3][NH:2][C:7](=[O:6])[CH2:8][CH2:9][CH2:10][CH2:11][CH2:12][CH2:13][C:14]([NH:15][C:16]12[CH2:25][CH:20]3[CH2:21][CH:22]([CH2:24][CH:18]([CH2:19]3)[CH2:17]1)[CH2:23]2)=[O:26]. The reactants are Cl.[NH2:2][OH:3].[Na].C[O:6][C:7](=O)[CH2:8][CH2:9][CH2:10][CH2:11][CH2:12][CH2:13][C:14](=[O:26])[NH:15][C:16]12[CH2:25][CH:20]3[CH2:21][CH:22]([CH2:24][CH:18]([CH2:19]3)[CH2:17]1)[CH2:23]2.C(O)(=O)C. The catalyst is CO.O.C1C=CC2C(C3C=CC(O)=CC=3)(C3C=CC(O)=CC=3)OC(=O)C=2C=1. The yield is 0.680. (2) The reactants are [C:1]1([S:7]([NH:10][C:11]2[CH:12]=[C:13]([C@@H:17]([OH:39])[CH2:18][NH:19][C:20]([CH3:38])([CH3:37])[CH2:21][CH2:22][N:23]3[C:27]4[CH:28]=[C:29]([C:32]([O:34]CC)=[O:33])[CH:30]=[CH:31][C:26]=4[N:25]=[CH:24]3)[CH:14]=[CH:15][CH:16]=2)(=[O:9])=[O:8])[CH:6]=[CH:5][CH:4]=[CH:3][CH:2]=1.[OH-].[Li+].[F:42][C:43]([F:48])([F:47])[C:44]([OH:46])=[O:45]. The catalyst is C(O)C. The product is [F:42][C:43]([F:48])([F:47])[C:44]([OH:46])=[O:45].[C:1]1([S:7]([NH:10][C:11]2[CH:12]=[C:13]([C@@H:17]([OH:39])[CH2:18][NH:19][C:20]([CH3:37])([CH3:38])[CH2:21][CH2:22][N:23]3[C:27]4[CH:28]=[C:29]([C:32]([OH:34])=[O:33])[CH:30]=[CH:31][C:26]=4[N:25]=[CH:24]3)[CH:14]=[CH:15][CH:16]=2)(=[O:9])=[O:8])[CH:6]=[CH:5][CH:4]=[CH:3][CH:2]=1. The yield is 0.950. (3) The reactants are [C:1]([C:3]1[CH:4]=[C:5]([C:8]([OH:10])=O)[NH:6][CH:7]=1)#[N:2].C(Cl)(=O)C(Cl)=O.CCN(C(C)C)C(C)C.[CH3:26][CH:27]1[CH2:32][CH2:31][N:30]([C:33]2[C:38]([NH2:39])=[CH:37][CH:36]=[C:35]([N:40]3[CH2:45][CH2:44][N:43]([CH3:46])[CH2:42][CH2:41]3)[N:34]=2)[CH2:29][CH2:28]1.C(=O)(O)[O-].[Na+]. The catalyst is ClCCl.C1(C)C=CC=CC=1.CN(C=O)C. The product is [CH3:26][CH:27]1[CH2:28][CH2:29][N:30]([C:33]2[C:38]([NH:39][C:8]([C:5]3[NH:6][CH:7]=[C:3]([C:1]#[N:2])[CH:4]=3)=[O:10])=[CH:37][CH:36]=[C:35]([N:40]3[CH2:45][CH2:44][N:43]([CH3:46])[CH2:42][CH2:41]3)[N:34]=2)[CH2:31][CH2:32]1. The yield is 0.0700.